Task: Predict the product of the given reaction.. Dataset: Forward reaction prediction with 1.9M reactions from USPTO patents (1976-2016) (1) Given the reactants [CH3:1][O:2][C:3]1[C:8]2[O:9][C:10]3[CH:15]=[CH:14][C:13]([N+]([O-])=O)=[CH:12][C:11]=3[C:7]=2[C:6]([C:19]([OH:21])=[O:20])=[CH:5][CH:4]=1.[ClH:22].O.N([O-])=O.[Na+], predict the reaction product. The product is: [CH3:1][O:2][C:3]1[C:8]2[O:9][C:10]3[CH:15]=[CH:14][C:13]([Cl:22])=[CH:12][C:11]=3[C:7]=2[C:6]([C:19]([OH:21])=[O:20])=[CH:5][CH:4]=1. (2) Given the reactants Cl[C:2]1[N:10]=[C:9]2[C:5]([N:6]=[CH:7][N:8]2[C@@H:11]2[O:15][C@H:14]([CH2:16][OH:17])[C@H:13]([OH:18])[C@@H:12]2[OH:19])=[C:4]([NH:20][CH:21]2[CH2:25][CH2:24][CH2:23][CH2:22]2)[N:3]=1.O.[NH2:27][NH2:28], predict the reaction product. The product is: [NH:27]([C:2]1[N:10]=[C:9]2[C:5]([N:6]=[CH:7][N:8]2[C@H:11]2[C@H:12]([OH:19])[C@H:13]([OH:18])[C@@H:14]([CH2:16][OH:17])[O:15]2)=[C:4]([NH:20][CH:21]2[CH2:25][CH2:24][CH2:23][CH2:22]2)[N:3]=1)[NH2:28]. (3) Given the reactants [CH3:1][O:2][C:3]1[CH:4]=[C:5]2[C:10](=[CH:11][C:12]=1[O:13][CH3:14])[N:9]=[CH:8][CH:7]=[C:6]2[NH:15][C:16]1[CH:21]=[CH:20][C:19]([NH2:22])=[CH:18][CH:17]=1.[F:23][C:24]1[CH:29]=[CH:28][C:27]([N:30]2[C:35](=[O:36])[C:34]([C:37](O)=[O:38])=[CH:33][N:32]([CH:40]([CH3:42])[CH3:41])[C:31]2=[O:43])=[CH:26][CH:25]=1, predict the reaction product. The product is: [CH3:1][O:2][C:3]1[CH:4]=[C:5]2[C:10](=[CH:11][C:12]=1[O:13][CH3:14])[N:9]=[CH:8][CH:7]=[C:6]2[NH:15][C:16]1[CH:17]=[CH:18][C:19]([NH:22][C:37]([C:34]2[C:35](=[O:36])[N:30]([C:27]3[CH:26]=[CH:25][C:24]([F:23])=[CH:29][CH:28]=3)[C:31](=[O:43])[N:32]([CH:40]([CH3:42])[CH3:41])[CH:33]=2)=[O:38])=[CH:20][CH:21]=1.